Task: Predict the product of the given reaction.. Dataset: Forward reaction prediction with 1.9M reactions from USPTO patents (1976-2016) Given the reactants [F:1][C:2]1[CH:7]=[C:6]([F:8])[CH:5]=[CH:4][C:3]=1[C:9]1[C:17]2[O:16][CH:15]([CH2:18][N:19]=[N+]=[N-])[CH2:14][C:13]=2[CH:12]=[CH:11][CH:10]=1, predict the reaction product. The product is: [F:1][C:2]1[CH:7]=[C:6]([F:8])[CH:5]=[CH:4][C:3]=1[C:9]1[C:17]2[O:16][CH:15]([CH2:18][NH2:19])[CH2:14][C:13]=2[CH:12]=[CH:11][CH:10]=1.